From a dataset of Reaction yield outcomes from USPTO patents with 853,638 reactions. Predict the reaction yield, written as a fraction of the theoretical maximum amount of product (1.0 means a 100% yield; for example, 0.34 means a 34% yield). (1) The reactants are [C:1]([C:3]1[N:4]=[C:5]([O:13][C@H:14]2[C@H:18]([CH3:19])[CH2:17][N:16]([C:20]([O:22][C:23]([CH3:26])([CH3:25])[CH3:24])=[O:21])[CH2:15]2)[C:6]2[C:11]([CH:12]=1)=[CH:10][CH:9]=[CH:8][CH:7]=2)#[N:2].[NH:27]([C:29]([O:31]CC)=O)N.C1CCN2C(=[N:38]CCC2)CC1. The catalyst is CN1CCCC1=O. The product is [CH3:19][C@H:18]1[C@H:14]([O:13][C:5]2[C:6]3[C:11](=[CH:10][CH:9]=[CH:8][CH:7]=3)[CH:12]=[C:3]([C:1]3[NH:27][C:29](=[O:31])[NH:38][N:2]=3)[N:4]=2)[CH2:15][N:16]([C:20]([O:22][C:23]([CH3:25])([CH3:24])[CH3:26])=[O:21])[CH2:17]1. The yield is 0.703. (2) The reactants are [CH3:1][O:2][C:3]1[N:8]=[CH:7][C:6]([NH2:9])=[CH:5][CH:4]=1.C(N(CC)CC)C.[C:17](Cl)(=[O:22])[C:18]([CH3:21])([CH3:20])[CH3:19]. The catalyst is C(Cl)Cl. The product is [CH3:1][O:2][C:3]1[N:8]=[CH:7][C:6]([NH:9][C:17](=[O:22])[C:18]([CH3:21])([CH3:20])[CH3:19])=[CH:5][CH:4]=1. The yield is 1.00. (3) The reactants are [C:1]([O:5][C:6]([NH:8][C:9]1[S:10][C:11]([C:14](OCC)=[O:15])=[CH:12][N:13]=1)=[O:7])([CH3:4])([CH3:3])[CH3:2].[H-].[H-].[H-].[H-].[Li+].[Al+3].C(OCC)C. The catalyst is C1COCC1. The product is [C:1]([O:5][C:6](=[O:7])[NH:8][C:9]1[S:10][C:11]([CH2:14][OH:15])=[CH:12][N:13]=1)([CH3:4])([CH3:2])[CH3:3]. The yield is 0.630. (4) The reactants are [CH3:1][C:2]1[O:6][N:5]=[C:4]([C:7]2[CH:12]=[CH:11][CH:10]=[CH:9][CH:8]=2)[C:3]=1[CH2:13][OH:14].O[C:16]1[CH:25]=[N:24][C:23]2[C:18](=[CH:19][CH:20]=[CH:21][CH:22]=2)[N:17]=1.C(P(CCCC)CCCC)CCC.CN(C)C(N=NC(N(C)C)=O)=O.C1(P(C2C=CC=CC=2)C2C=CC=CC=2)C=CC=CC=1.N(C(OCC)=O)=NC(OCC)=O. The catalyst is C1COCC1. The product is [CH3:1][C:2]1[O:6][N:5]=[C:4]([C:7]2[CH:12]=[CH:11][CH:10]=[CH:9][CH:8]=2)[C:3]=1[CH2:13][O:14][C:16]1[CH:25]=[N:24][C:23]2[C:18](=[CH:19][CH:20]=[CH:21][CH:22]=2)[N:17]=1. The yield is 0.400. (5) The reactants are I[CH2:2][C@@H:3]([CH3:17])[CH2:4][N:5]1[C:10]2[CH:11]=[C:12]([CH3:15])[CH:13]=[CH:14][C:9]=2[O:8][CH2:7][C:6]1=[O:16].CCN(CC)CC.[CH:25](=[C:29]1[CH2:34][CH2:33][NH:32][CH2:31][CH2:30]1)[CH2:26][CH2:27][CH3:28]. The catalyst is C(Cl)Cl.CC(C)=O.CO. The product is [CH:25](=[C:29]1[CH2:34][CH2:33][N:32]([CH2:2][C@@H:3]([CH3:17])[CH2:4][N:5]2[C:10]3[CH:11]=[C:12]([CH3:15])[CH:13]=[CH:14][C:9]=3[O:8][CH2:7][C:6]2=[O:16])[CH2:31][CH2:30]1)[CH2:26][CH2:27][CH3:28]. The yield is 0.580. (6) The product is [F:24][C:20]1[CH:19]=[C:18]([C:13]2[C:12]([CH2:11][O:10][C:7]3[CH:8]=[CH:9][C:4]([C:3]([NH:26][CH:27]4[CH2:32][CH2:31][O:30][CH2:29][CH2:28]4)=[O:25])=[CH:5][N:6]=3)=[C:16]([CH3:17])[O:15][N:14]=2)[CH:23]=[CH:22][CH:21]=1. The reactants are CO[C:3](=[O:25])[C:4]1[CH:9]=[CH:8][C:7]([O:10][CH2:11][C:12]2[C:13]([C:18]3[CH:23]=[CH:22][CH:21]=[C:20]([F:24])[CH:19]=3)=[N:14][O:15][C:16]=2[CH3:17])=[N:6][CH:5]=1.[NH2:26][CH:27]1[CH2:32][CH2:31][O:30][CH2:29][CH2:28]1. The yield is 0.850. No catalyst specified.